The task is: Predict the reactants needed to synthesize the given product.. This data is from Full USPTO retrosynthesis dataset with 1.9M reactions from patents (1976-2016). (1) Given the product [Cl:8][C:9]1[N:18]=[C:17]([O:19][CH2:6][O:5][CH2:4][CH2:3][O:2][CH3:1])[C:16]2[C:11](=[CH:12][C:13]([Cl:20])=[CH:14][CH:15]=2)[N:10]=1, predict the reactants needed to synthesize it. The reactants are: [CH3:1][O:2][CH2:3][CH2:4][O:5][CH2:6]Cl.[Cl:8][C:9]1[NH:18][C:17](=[O:19])[C:16]2[C:11](=[CH:12][C:13]([Cl:20])=[CH:14][CH:15]=2)[N:10]=1.CCN(C(C)C)C(C)C.C1COCC1. (2) Given the product [S:34]1[C:35]2[CH:41]=[CH:40][CH:39]=[CH:38][C:36]=2[N:37]=[C:33]1[O:24][C:20]1[CH:19]=[C:18]([C@@H:8]2[C@@H:9]([OH:17])[C@@H:10]([OH:16])[C@H:11]([OH:12])[C@@H:6]([CH2:5][OH:4])[O:7]2)[CH:23]=[CH:22][CH:21]=1, predict the reactants needed to synthesize it. The reactants are: C([O:4][CH2:5][C@@H:6]1[C@@H:11]([O:12]C(=O)C)[C@H:10]([OH:16])[C@H:9]([OH:17])[C@@H:8]([C:18]2[CH:23]=[CH:22][CH:21]=[C:20]([O:24][Si](C(C)(C)C)(C)C)[CH:19]=2)[O:7]1)(=O)C.Cl[C:33]1[S:34][C:35]2[CH:41]=[CH:40][CH:39]=[CH:38][C:36]=2[N:37]=1. (3) Given the product [CH2:21]([C:4]1([C:24]2[CH:29]=[CH:28][C:27]([F:30])=[CH:26][CH:25]=2)[CH2:5][CH2:6][N:7]([C@H:12]([C:14]2[CH:19]=[CH:18][C:17]([Br:20])=[CH:16][CH:15]=2)[CH3:13])[C:8](=[O:9])[NH:3]1)[CH:22]=[CH2:23], predict the reactants needed to synthesize it. The reactants are: [H-].[Na+].[NH2:3][C@@:4]([C:24]1[CH:29]=[CH:28][C:27]([F:30])=[CH:26][CH:25]=1)([CH2:21][CH:22]=[CH2:23])[CH2:5][CH2:6][N:7]([C@H:12]([C:14]1[CH:19]=[CH:18][C:17]([Br:20])=[CH:16][CH:15]=1)[CH3:13])[C:8](=O)[O:9]C. (4) Given the product [NH2:2][CH2:1][C:3]1[CH:4]=[C:5]([N:9]2[C:13]([C:14]([OH:16])=[O:15])=[CH:12][C:11]([C:17]([F:19])([F:20])[F:18])=[N:10]2)[CH:6]=[CH:7][CH:8]=1, predict the reactants needed to synthesize it. The reactants are: [C:1]([C:3]1[CH:4]=[C:5]([N:9]2[C:13]([C:14]([OH:16])=[O:15])=[CH:12][C:11]([C:17]([F:20])([F:19])[F:18])=[N:10]2)[CH:6]=[CH:7][CH:8]=1)#[N:2]. (5) The reactants are: [OH:1][C:2]1[CH:10]=[CH:9][CH:8]=[C:7]2[C:3]=1[CH2:4][CH2:5][C:6]2=O.C([BH3-])#N.[Na+].C[Si](Cl)(C)C. Given the product [CH2:6]1[C:7]2[CH:8]=[CH:9][CH:10]=[C:2]([OH:1])[C:3]=2[CH2:4][CH2:5]1, predict the reactants needed to synthesize it. (6) Given the product [CH3:21][C@H:13]1[C:14]2[C:19]([CH:38]3[CH2:28][CH2:29][CH2:30][N:24]([C:31]([O:33][C:34]([CH3:37])([CH3:36])[CH3:35])=[O:32])[CH2:25][CH2:26]3)=[N:18][CH:17]=[N:16][C:15]=2[C@H:11]([O:10][C:8](=[O:9])[C:7]2[CH:22]=[CH:23][C:4]([N+:1]([O-:3])=[O:2])=[CH:5][CH:6]=2)[CH2:12]1, predict the reactants needed to synthesize it. The reactants are: [N+:1]([C:4]1[CH:23]=[CH:22][C:7]([C:8]([O:10][C@H:11]2[C:15]3[N:16]=[CH:17][N:18]=[C:19](Cl)[C:14]=3[C@H:13]([CH3:21])[CH2:12]2)=[O:9])=[CH:6][CH:5]=1)([O-:3])=[O:2].[N:24]1([C:31]([O:33][C:34]([CH3:37])([CH3:36])[CH3:35])=[O:32])[CH2:30][CH2:29][CH2:28]N[CH2:26][CH2:25]1.[CH:38](N(CC)C(C)C)(C)C.